From a dataset of Forward reaction prediction with 1.9M reactions from USPTO patents (1976-2016). Predict the product of the given reaction. (1) Given the reactants CN([C:4]([O:8]N1N=NC2C=CC=NC1=2)=[N+](C)C)C.F[P-](F)(F)(F)(F)F.[CH2:25]([C:27]1[S:28][CH:29]=[C:30]([C:32]([N:34]2[CH2:39][C:38]3([CH2:44][CH2:43][N:42]([CH2:45][CH2:46][C:47]4[CH:60]=[CH:59][C:50]([CH2:51][CH2:52][O:53][CH2:54][CH2:55]C(O)=O)=[CH:49][CH:48]=4)[CH2:41][CH2:40]3)[O:37][CH2:36][CH2:35]2)=[O:33])[N:31]=1)[CH3:26].[CH3:61][O:62][CH:63]([O:69][CH3:70])[CH2:64][NH:65][CH2:66][CH2:67][CH3:68].C(N(CC)CC)C, predict the reaction product. The product is: [CH3:61][O:62][CH:63]([O:69][CH3:70])[CH2:64][N:65]([CH2:66][CH2:67][CH3:68])[C:4](=[O:8])[CH2:55][CH2:54][O:53][CH2:52][CH2:51][C:50]1[CH:49]=[CH:48][C:47]([CH2:46][CH2:45][N:42]2[CH2:41][CH2:40][C:38]3([O:37][CH2:36][CH2:35][N:34]([C:32]([C:30]4[N:31]=[C:27]([CH2:25][CH3:26])[S:28][CH:29]=4)=[O:33])[CH2:39]3)[CH2:44][CH2:43]2)=[CH:60][CH:59]=1. (2) Given the reactants Cl[C:2]1[C:3]2[N:11]([CH3:12])[C:10](=[O:13])[C:9]([C:14]([O:16]CC)=[O:15])=[CH:8][C:4]=2[CH:5]=[N:6][N:7]=1.O1CCOCC1.C([O-])([O-])=O.[Na+].[Na+].[F:31][C:32]1[CH:37]=[C:36]([F:38])[CH:35]=[CH:34][C:33]=1B(O)O, predict the reaction product. The product is: [F:31][C:32]1[CH:37]=[C:36]([F:38])[CH:35]=[CH:34][C:33]=1[C:2]1[C:3]2[N:11]([CH3:12])[C:10](=[O:13])[C:9]([C:14]([OH:16])=[O:15])=[CH:8][C:4]=2[CH:5]=[N:6][N:7]=1.